The task is: Predict the product of the given reaction.. This data is from Forward reaction prediction with 1.9M reactions from USPTO patents (1976-2016). (1) Given the reactants B(Cl)(Cl)Cl.C([O:12][N:13]1[C:19](=[O:20])[N:18]2[CH2:21][C@H:14]1[CH2:15][CH2:16][C@H:17]2[C:22]1[S:23][CH:24]=[N:25][N:26]=1)C1C=CC=CC=1.CO, predict the reaction product. The product is: [OH:12][N:13]1[C:19](=[O:20])[N:18]2[CH2:21][C@H:14]1[CH2:15][CH2:16][C@H:17]2[C:22]1[S:23][CH:24]=[N:25][N:26]=1. (2) Given the reactants [H-].[Na+].[O:3]=[C:4]1[N:9]([C:10]2[CH:15]=[CH:14][CH:13]=[C:12]([C:16]([F:19])([F:18])[F:17])[CH:11]=2)[C:8]2[CH2:20][CH2:21][C:22](=[O:23])[C:7]=2[C@@H:6]([C:24]2[CH:31]=[CH:30][C:27]([C:28]#[N:29])=[CH:26][C:25]=2[S:32]([CH3:35])(=[O:34])=[O:33])[NH:5]1.[CH3:36][S:37](Cl)(=[O:39])=[O:38].O, predict the reaction product. The product is: [CH3:35][S:32]([C:25]1[CH:26]=[C:27]([CH:30]=[CH:31][C:24]=1[CH:6]1[N:5]([S:37]([CH3:36])(=[O:39])=[O:38])[C:4](=[O:3])[N:9]([C:10]2[CH:15]=[CH:14][CH:13]=[C:12]([C:16]([F:19])([F:17])[F:18])[CH:11]=2)[C:8]2[CH2:20][CH2:21][C:22](=[O:23])[C:7]1=2)[C:28]#[N:29])(=[O:33])=[O:34]. (3) The product is: [F:26][CH:2]([F:1])[C:3]1[CH:12]=[CH:11][C:10]2[C:5](=[CH:6][CH:7]=[CH:8][C:9]=2[N:13]2[CH2:14][CH2:15][NH:16][CH2:17][CH2:18]2)[N:4]=1. Given the reactants [F:1][CH:2]([F:26])[C:3]1[CH:12]=[CH:11][C:10]2[C:5](=[CH:6][CH:7]=[CH:8][C:9]=2[N:13]2[CH2:18][CH2:17][N:16](C(OC(C)(C)C)=O)[CH2:15][CH2:14]2)[N:4]=1, predict the reaction product. (4) Given the reactants [CH3:1][C:2]1[CH:7]=[C:6]([CH3:8])[CH:5]=[C:4]([CH3:9])[C:3]=1[CH2:10][C:11]#[N:12].Br[C:14]1[CH:19]=[CH:18][CH:17]=[CH:16][N:15]=1.CC(C)([O-])C.[K+].[Cl-].[NH4+], predict the reaction product. The product is: [N:15]1[CH:16]=[CH:17][CH:18]=[CH:19][C:14]=1[CH:10]([C:3]1[C:4]([CH3:9])=[CH:5][C:6]([CH3:8])=[CH:7][C:2]=1[CH3:1])[C:11]#[N:12]. (5) Given the reactants [CH:1]1[C:10]2[C:5](=[CH:6][CH:7]=[CH:8][CH:9]=2)[CH:4]=[C:3]([C:11]([NH:13][C:14]2[NH:15][C:16]3[C:22]([C:23](O)=[O:24])=[CH:21][CH:20]=[CH:19][C:17]=3[N:18]=2)=[O:12])[N:2]=1.CN(C(ON1N=NC2C=CC=CC1=2)=[N+](C)C)C.F[P-](F)(F)(F)(F)F.CCN(C(C)C)C(C)C.[C:59]([O:63][C:64]([N:66]1[CH2:71][CH2:70][C:69]2[N:72]=[C:73]([NH2:75])[S:74][C:68]=2[CH2:67]1)=[O:65])([CH3:62])([CH3:61])[CH3:60], predict the reaction product. The product is: [C:59]([O:63][C:64]([N:66]1[CH2:71][CH2:70][C:69]2[N:72]=[C:73]([NH:75][C:23]([C:22]3[C:16]4[NH:15][C:14]([NH:13][C:11]([C:3]5[N:2]=[CH:1][C:10]6[C:5]([CH:4]=5)=[CH:6][CH:7]=[CH:8][CH:9]=6)=[O:12])=[N:18][C:17]=4[CH:19]=[CH:20][CH:21]=3)=[O:24])[S:74][C:68]=2[CH2:67]1)=[O:65])([CH3:62])([CH3:60])[CH3:61]. (6) Given the reactants [Br:1][C:2]1[CH:3]=[CH:4][C:5]([F:21])=[C:6]([C:8]2([CH3:20])[CH2:13][C:12]3([CH2:18][CH2:17][O:16][CH2:15][CH2:14]3)O[C:10]([NH2:19])=[N:9]2)[CH:7]=1.COC1C=CC(C[SH:31])=CC=1, predict the reaction product. The product is: [Br:1][C:2]1[CH:3]=[CH:4][C:5]([F:21])=[C:6]([C:8]2([CH3:20])[CH2:13][C:12]3([CH2:18][CH2:17][O:16][CH2:15][CH2:14]3)[S:31][C:10]([NH2:19])=[N:9]2)[CH:7]=1.